From a dataset of Forward reaction prediction with 1.9M reactions from USPTO patents (1976-2016). Predict the product of the given reaction. (1) Given the reactants [NH:1]1[CH:5]=[C:4]([CH2:6][CH2:7][NH:8][C:9](=[O:24])[NH:10][CH:11]([CH2:15][C:16]2[CH:21]=[CH:20][C:19]([O:22][CH3:23])=[CH:18][CH:17]=2)[C:12]([OH:14])=O)[N:3]=[CH:2]1.C(N(C(C)C)CC)(C)C.CN(C(ON1N=NC2C=CC=CC1=2)=[N+](C)C)C.[B-](F)(F)(F)F.FC(F)(F)C(O)=O.[C:63]([O:68][C:69]1([C:73]2[CH:78]=[CH:77][CH:76]=[CH:75][CH:74]=2)[CH2:72][NH:71][CH2:70]1)(=[O:67])[CH2:64][CH2:65][CH3:66], predict the reaction product. The product is: [C:63]([O:68][C:69]1([C:73]2[CH:78]=[CH:77][CH:76]=[CH:75][CH:74]=2)[CH2:70][N:71]([C:12](=[O:14])[CH:11]([NH:10][C:9]([NH:8][CH2:7][CH2:6][C:4]2[N:3]=[CH:2][NH:1][CH:5]=2)=[O:24])[CH2:15][C:16]2[CH:21]=[CH:20][C:19]([O:22][CH3:23])=[CH:18][CH:17]=2)[CH2:72]1)(=[O:67])[CH2:64][CH2:65][CH3:66]. (2) Given the reactants [Br:1][C:2]1[N:7]=[C:6]([CH2:8][NH:9][CH3:10])[CH:5]=[CH:4][CH:3]=1.[C:11]([O:15][C:16]([N:18]1[C@@H:22]([C@H:23]([O:30][Si:31]([C:34]([CH3:37])([CH3:36])[CH3:35])([CH3:33])[CH3:32])[C:24]2[CH:29]=[CH:28][CH:27]=[CH:26][CH:25]=2)[CH2:21][CH2:20][C@H:19]1[CH2:38][C:39]1[CH:47]=[CH:46][C:42]([C:43](O)=[O:44])=[CH:41][CH:40]=1)=[O:17])([CH3:14])([CH3:13])[CH3:12].CN(C(ON1N=NC2C=CC=NC1=2)=[N+](C)C)C.F[P-](F)(F)(F)(F)F.CCN(C(C)C)C(C)C, predict the reaction product. The product is: [Br:1][C:2]1[N:7]=[C:6]([CH2:8][N:9]([CH3:10])[C:43]([C:42]2[CH:41]=[CH:40][C:39]([CH2:38][C@H:19]3[CH2:20][CH2:21][C@@H:22]([C@H:23]([O:30][Si:31]([C:34]([CH3:37])([CH3:36])[CH3:35])([CH3:32])[CH3:33])[C:24]4[CH:29]=[CH:28][CH:27]=[CH:26][CH:25]=4)[N:18]3[C:16]([O:15][C:11]([CH3:12])([CH3:13])[CH3:14])=[O:17])=[CH:47][CH:46]=2)=[O:44])[CH:5]=[CH:4][CH:3]=1. (3) Given the reactants Cl[C:2]1[N:6]2[CH:7]=[C:8]([F:11])[CH:9]=[CH:10][C:5]2=[N:4][N:3]=1.[OH:12][CH2:13][C@H:14]1[CH2:18][CH2:17][CH2:16][NH:15]1.N, predict the reaction product. The product is: [F:11][C:8]1[CH:9]=[CH:10][C:5]2[N:6]([C:2]([N:15]3[CH2:16][CH2:17][CH2:18][C@@H:14]3[CH2:13][OH:12])=[N:3][N:4]=2)[CH:7]=1. (4) Given the reactants [CH2:1]([N:4]([CH2:13][CH2:14][CH3:15])[C:5](/[CH:7]=[C:8](\[CH3:12])/[C:9]([OH:11])=[O:10])=[O:6])[CH2:2][CH3:3], predict the reaction product. The product is: [CH2:13]([N:4]([CH2:1][CH2:2][CH3:3])[C:5](=[O:6])[CH2:7][CH:8]([CH3:12])[C:9]([OH:11])=[O:10])[CH2:14][CH3:15].